From a dataset of Full USPTO retrosynthesis dataset with 1.9M reactions from patents (1976-2016). Predict the reactants needed to synthesize the given product. (1) Given the product [Br-:1].[C:7]([CH2:6][CH2:5][CH2:4][CH2:3][CH2:2][CH2:29][P+:16]([C:10]1[CH:11]=[CH:12][CH:13]=[CH:14][CH:15]=1)([C:17]1[CH:22]=[CH:21][CH:20]=[CH:19][CH:18]=1)[C:23]1[CH:24]=[CH:25][CH:26]=[CH:27][CH:28]=1)([OH:9])=[O:8], predict the reactants needed to synthesize it. The reactants are: [Br:1][CH2:2][CH2:3][CH2:4][CH2:5][CH2:6][C:7]([OH:9])=[O:8].[C:10]1([P:16]([C:23]2[CH:28]=[CH:27][CH:26]=[CH:25][CH:24]=2)[C:17]2[CH:22]=[CH:21][CH:20]=[CH:19][CH:18]=2)[CH:15]=[CH:14][CH:13]=[CH:12][CH:11]=1.[C:29](#N)C. (2) Given the product [F:1][C:2]1[CH:3]=[C:4]([C@@H:9]([CH:36]2[CH2:37][CH2:38][N:39]([S:42]([CH3:45])(=[O:44])=[O:43])[CH2:40][CH2:41]2)[CH2:10][CH2:11][N:12]2[CH2:17][CH2:16][CH:15]([N:18]([CH2:34][CH3:35])[C:19](=[O:33])[CH2:20][C@@H:21]3[CH2:25][CH2:24][CH2:23][NH:22]3)[CH2:14][CH2:13]2)[CH:5]=[C:6]([F:8])[CH:7]=1, predict the reactants needed to synthesize it. The reactants are: [F:1][C:2]1[CH:3]=[C:4]([C@@H:9]([CH:36]2[CH2:41][CH2:40][N:39]([S:42]([CH3:45])(=[O:44])=[O:43])[CH2:38][CH2:37]2)[CH2:10][CH2:11][N:12]2[CH2:17][CH2:16][CH:15]([N:18]([CH2:34][CH3:35])[C:19](=[O:33])[CH2:20][C@@H:21]3[CH2:25][CH2:24][CH2:23][N:22]3C(OC(C)(C)C)=O)[CH2:14][CH2:13]2)[CH:5]=[C:6]([F:8])[CH:7]=1. (3) Given the product [NH2:1][CH2:4][CH2:5][C:6]1[C:7]([NH2:12])=[N:8][CH:9]=[CH:10][CH:11]=1, predict the reactants needed to synthesize it. The reactants are: [N:1]([CH2:4][CH2:5][C:6]1[C:7]([N+:12]([O-])=O)=[N:8][CH:9]=[CH:10][CH:11]=1)=[N+]=[N-].[H][H].